Dataset: Reaction yield outcomes from USPTO patents with 853,638 reactions. Task: Predict the reaction yield, written as a fraction of the theoretical maximum amount of product (1.0 means a 100% yield; for example, 0.34 means a 34% yield). (1) The reactants are [N:1]1[CH:6]=[CH:5][C:4]([C:7](=[O:9])[CH3:8])=[CH:3][CH:2]=1.[Br:10]Br. The catalyst is C(Cl)(Cl)(Cl)Cl. The product is [BrH:10].[Br:10][CH2:8][C:7]([C:4]1[CH:5]=[CH:6][N:1]=[CH:2][CH:3]=1)=[O:9]. The yield is 0.940. (2) The reactants are [N+](C1C=CC(S([N:13]2[C:17]3([CH2:22][CH2:21][O:20][CH2:19][CH2:18]3)[CH2:16][CH2:15][CH:14]2[C:23]([O:25][CH2:26][CH3:27])=[O:24])(=O)=O)=CC=1)([O-])=O.C(=O)([O-])[O-].[K+].[K+].C1OCCOCCOCCOCCOCCOC1.C1(S)C=CC=CC=1. The catalyst is C(#N)C. The product is [NH:13]1[C:17]2([CH2:18][CH2:19][O:20][CH2:21][CH2:22]2)[CH2:16][CH2:15][CH:14]1[C:23]([O:25][CH2:26][CH3:27])=[O:24]. The yield is 0.900. (3) The reactants are Br[C:2]1[CH:3]=[C:4]2[C:8](=[CH:9][CH:10]=1)[NH:7][C:6](=[O:11])[CH2:5]2.C(O)C.C(=O)([O-])[O-].[Na+].[Na+].[C:21]1(B(O)O)[CH:26]=[CH:25][CH:24]=[CH:23][CH:22]=1. The catalyst is C1(C)C=CC=CC=1.C(OCC)(=O)C.ClCCl. The product is [C:21]1([C:2]2[CH:3]=[C:4]3[C:8](=[CH:9][CH:10]=2)[NH:7][C:6](=[O:11])[CH2:5]3)[CH:26]=[CH:25][CH:24]=[CH:23][CH:22]=1. The yield is 0.770. (4) No catalyst specified. The reactants are [N:1]1[C:10]2[C:5](=[CH:6][C:7]([CH2:11][CH2:12][CH:13]=[O:14])=[CH:8][CH:9]=2)[CH:4]=[CH:3][CH:2]=1.N1CCC[C@H]1C(O)=O.Cl[N:24]1[C:28](=[O:29])[CH2:27][CH2:26][C:25]1=[O:30].C(Cl)(Cl)[Cl:32]. The yield is 0.505. The product is [Cl:32][CH:12]([CH2:11][C:7]1[CH:6]=[C:5]2[C:10](=[CH:9][CH:8]=1)[N:1]=[CH:2][CH:3]=[CH:4]2)[CH:13]([N:24]1[C:28](=[O:29])[CH2:27][CH2:26][C:25]1=[O:30])[OH:14]. (5) The reactants are [NH2:1][C:2]1[N:3]=[N:4][C:5]([C:14]2[CH:15]=[CH:16][C:17]([N:20](C)[C:21](=O)[O-])=[N:18][CH:19]=2)=[C:6]([C:8]2[CH:13]=[CH:12][CH:11]=[CH:10][CH:9]=2)[N:7]=1.FC(F)(F)C(O)=O. The catalyst is ClCCl. The product is [CH3:21][NH:20][C:17]1[N:18]=[CH:19][C:14]([C:5]2[N:4]=[N:3][C:2]([NH2:1])=[N:7][C:6]=2[C:8]2[CH:9]=[CH:10][CH:11]=[CH:12][CH:13]=2)=[CH:15][CH:16]=1. The yield is 0.714. (6) The reactants are [C-:1]#[N:2].[Na+].[NH2:4][C:5]1[CH:10]=[CH:9][C:8]([CH3:11])=[CH:7][CH:6]=1.[CH3:12][C:13]([CH3:15])=O.C(OCC)(=O)C. The catalyst is C(O)(=O)C. The yield is 0.950. The product is [CH3:12][C:13]([NH:4][C:5]1[CH:10]=[CH:9][C:8]([CH3:11])=[CH:7][CH:6]=1)([CH3:15])[C:1]#[N:2].